Dataset: TCR-epitope binding with 47,182 pairs between 192 epitopes and 23,139 TCRs. Task: Binary Classification. Given a T-cell receptor sequence (or CDR3 region) and an epitope sequence, predict whether binding occurs between them. (1) Result: 1 (the TCR binds to the epitope). The epitope is KAYNVTQAF. The TCR CDR3 sequence is CATSDADRGTEAFF. (2) The epitope is RQLLFVVEV. The TCR CDR3 sequence is CASSDPLTEGTDTQYF. Result: 0 (the TCR does not bind to the epitope). (3) The epitope is KRWIILGLNK. The TCR CDR3 sequence is CASSQVQGASDTQYF. Result: 0 (the TCR does not bind to the epitope). (4) The epitope is LLDFVRFMGV. The TCR CDR3 sequence is CASSLTGESYEQYF. Result: 1 (the TCR binds to the epitope). (5) The epitope is SLVKPSFYV. The TCR CDR3 sequence is CASTSGRASYEQYF. Result: 0 (the TCR does not bind to the epitope). (6) The epitope is GMFNMLSTVLGVS. The TCR CDR3 sequence is CASSLGQGAEAFF. Result: 0 (the TCR does not bind to the epitope).